From a dataset of NCI-60 drug combinations with 297,098 pairs across 59 cell lines. Regression. Given two drug SMILES strings and cell line genomic features, predict the synergy score measuring deviation from expected non-interaction effect. (1) Drug 1: COC1=C2C(=CC3=C1OC=C3)C=CC(=O)O2. Drug 2: C(CN)CNCCSP(=O)(O)O. Cell line: NCIH23. Synergy scores: CSS=-6.72, Synergy_ZIP=1.92, Synergy_Bliss=-3.55, Synergy_Loewe=-6.14, Synergy_HSA=-7.53. (2) Cell line: UACC-257. Drug 1: CCCCC(=O)OCC(=O)C1(CC(C2=C(C1)C(=C3C(=C2O)C(=O)C4=C(C3=O)C=CC=C4OC)O)OC5CC(C(C(O5)C)O)NC(=O)C(F)(F)F)O. Synergy scores: CSS=40.4, Synergy_ZIP=2.34, Synergy_Bliss=5.59, Synergy_Loewe=-1.82, Synergy_HSA=5.98. Drug 2: CCN(CC)CCCC(C)NC1=C2C=C(C=CC2=NC3=C1C=CC(=C3)Cl)OC. (3) Drug 1: CS(=O)(=O)C1=CC(=C(C=C1)C(=O)NC2=CC(=C(C=C2)Cl)C3=CC=CC=N3)Cl. Drug 2: CC1CCCC2(C(O2)CC(NC(=O)CC(C(C(=O)C(C1O)C)(C)C)O)C(=CC3=CSC(=N3)C)C)C. Cell line: SF-539. Synergy scores: CSS=5.91, Synergy_ZIP=-1.81, Synergy_Bliss=2.42, Synergy_Loewe=0.645, Synergy_HSA=2.92. (4) Drug 1: C1CCN(CC1)CCOC2=CC=C(C=C2)C(=O)C3=C(SC4=C3C=CC(=C4)O)C5=CC=C(C=C5)O. Drug 2: CCC1(CC2CC(C3=C(CCN(C2)C1)C4=CC=CC=C4N3)(C5=C(C=C6C(=C5)C78CCN9C7C(C=CC9)(C(C(C8N6C)(C(=O)OC)O)OC(=O)C)CC)OC)C(=O)OC)O.OS(=O)(=O)O. Cell line: HCT-15. Synergy scores: CSS=17.3, Synergy_ZIP=9.67, Synergy_Bliss=15.6, Synergy_Loewe=8.59, Synergy_HSA=10.4. (5) Drug 1: CC(C1=C(C=CC(=C1Cl)F)Cl)OC2=C(N=CC(=C2)C3=CN(N=C3)C4CCNCC4)N. Drug 2: CN1C(=O)N2C=NC(=C2N=N1)C(=O)N. Cell line: A498. Synergy scores: CSS=0.485, Synergy_ZIP=-0.770, Synergy_Bliss=-0.158, Synergy_Loewe=-8.50, Synergy_HSA=-2.46. (6) Drug 1: CCCCC(=O)OCC(=O)C1(CC(C2=C(C1)C(=C3C(=C2O)C(=O)C4=C(C3=O)C=CC=C4OC)O)OC5CC(C(C(O5)C)O)NC(=O)C(F)(F)F)O. Drug 2: CC(C)(C#N)C1=CC(=CC(=C1)CN2C=NC=N2)C(C)(C)C#N. Cell line: OVCAR-8. Synergy scores: CSS=15.0, Synergy_ZIP=2.20, Synergy_Bliss=4.24, Synergy_Loewe=4.69, Synergy_HSA=3.88. (7) Drug 1: CC1CCC2CC(C(=CC=CC=CC(CC(C(=O)C(C(C(=CC(C(=O)CC(OC(=O)C3CCCCN3C(=O)C(=O)C1(O2)O)C(C)CC4CCC(C(C4)OC)O)C)C)O)OC)C)C)C)OC. Drug 2: C1CN(CCN1C(=O)CCBr)C(=O)CCBr. Cell line: MOLT-4. Synergy scores: CSS=57.3, Synergy_ZIP=-4.39, Synergy_Bliss=-2.45, Synergy_Loewe=-3.02, Synergy_HSA=-2.55. (8) Drug 1: C1=NC2=C(N=C(N=C2N1C3C(C(C(O3)CO)O)O)F)N. Drug 2: CCC1(C2=C(COC1=O)C(=O)N3CC4=CC5=C(C=CC(=C5CN(C)C)O)N=C4C3=C2)O.Cl. Cell line: OVCAR-8. Synergy scores: CSS=50.9, Synergy_ZIP=-9.07, Synergy_Bliss=-3.96, Synergy_Loewe=-3.91, Synergy_HSA=-2.04. (9) Drug 1: COC1=NC(=NC2=C1N=CN2C3C(C(C(O3)CO)O)O)N. Drug 2: C1C(C(OC1N2C=NC(=NC2=O)N)CO)O. Cell line: MALME-3M. Synergy scores: CSS=1.17, Synergy_ZIP=2.26, Synergy_Bliss=2.37, Synergy_Loewe=-1.63, Synergy_HSA=-0.0423.